Dataset: Forward reaction prediction with 1.9M reactions from USPTO patents (1976-2016). Task: Predict the product of the given reaction. Given the reactants [Cl:1][C:2]1[CH:3]=[C:4]([CH:25]=[CH:26][C:27]=1[Cl:28])[CH2:5][N:6]1[CH2:10][C@@H:9]([N:11]([CH2:13][C:14]2[CH:19]=[CH:18][C:17]([F:20])=[CH:16][C:15]=2[F:21])[CH3:12])[CH2:8][C@H:7]1[C:22](O)=[O:23].[CH:29]1([C:35]2[NH:39][C:38](=[O:40])[C:37]3([CH2:45][CH2:44][NH:43][CH2:42][CH2:41]3)[N:36]=2)[CH2:34][CH2:33][CH2:32][CH2:31][CH2:30]1, predict the reaction product. The product is: [CH:29]1([C:35]2[NH:39][C:38](=[O:40])[C:37]3([CH2:41][CH2:42][N:43]([C:22]([C@@H:7]4[CH2:8][C@H:9]([N:11]([CH2:13][C:14]5[CH:19]=[CH:18][C:17]([F:20])=[CH:16][C:15]=5[F:21])[CH3:12])[CH2:10][N:6]4[CH2:5][C:4]4[CH:25]=[CH:26][C:27]([Cl:28])=[C:2]([Cl:1])[CH:3]=4)=[O:23])[CH2:44][CH2:45]3)[N:36]=2)[CH2:30][CH2:31][CH2:32][CH2:33][CH2:34]1.